This data is from Reaction yield outcomes from USPTO patents with 853,638 reactions. The task is: Predict the reaction yield, written as a fraction of the theoretical maximum amount of product (1.0 means a 100% yield; for example, 0.34 means a 34% yield). (1) The reactants are C[O-].[Na+].[Cl:4][C:5]1[CH:10]=[C:9]([Cl:11])[CH:8]=[CH:7][C:6]=1[CH2:12][C:13]#[N:14].[N:15](OCCC(C)C)=[O:16]. The catalyst is CO. The product is [Cl:4][C:5]1[CH:10]=[C:9]([Cl:11])[CH:8]=[CH:7][C:6]=1[C:12](=[N:15][OH:16])[C:13]#[N:14]. The yield is 0.900. (2) The product is [Cl:14][C:10]1[C:11]2[C:3]([CH2:1][CH3:2])=[CH:4][S:5][C:6]=2[N:7]=[CH:8][N:9]=1. The catalyst is P(Cl)(Cl)(Cl)=O. The reactants are [CH2:1]([C:3]1[C:11]2[C:10](=O)[NH:9][CH:8]=[N:7][C:6]=2[S:5][CH:4]=1)[CH3:2].P(Cl)(Cl)(Cl)(Cl)[Cl:14]. The yield is 0.390. (3) The reactants are [C:1]([O:5][C:6]([N:8]1[CH2:13][CH2:12][CH:11]([CH2:14][CH:15]=[CH2:16])[CH2:10][CH2:9]1)=[O:7])([CH3:4])([CH3:3])[CH3:2].B1C2CCCC1CCC2.Br[C:27]1[CH:32]=[CH:31][C:30]([F:33])=[CH:29][CH:28]=1.C(=O)([O-])[O-].[K+].[K+]. The catalyst is CN(C=O)C.O.C1C=CC(P(C2C=CC=CC=2)[C-]2C=CC=C2)=CC=1.C1C=CC(P(C2C=CC=CC=2)[C-]2C=CC=C2)=CC=1.Cl[Pd]Cl.[Fe+2]. The product is [C:1]([O:5][C:6]([N:8]1[CH2:13][CH2:12][CH:11]([CH2:14][CH2:15][CH2:16][C:27]2[CH:32]=[CH:31][C:30]([F:33])=[CH:29][CH:28]=2)[CH2:10][CH2:9]1)=[O:7])([CH3:4])([CH3:3])[CH3:2]. The yield is 0.730. (4) The reactants are [O:1]=[C:2]1[C:11]2[CH:10]=[CH:9][CH:8]=[C:7]3[NH:12][CH:13]([C:21]4[CH:28]=[CH:27][C:24]([CH:25]=O)=[CH:23][CH:22]=4)[CH:14]([C:15]4[CH:20]=[CH:19][CH:18]=[CH:17][CH:16]=4)[C:5]([C:6]=23)=[N:4][NH:3]1.[CH2:29]([NH:31][CH2:32][CH3:33])[CH3:30].C(O)(=O)C.C(O[BH-](OC(=O)C)OC(=O)C)(=O)C.[Na+]. The catalyst is ClCCl. The product is [CH2:29]([N:31]([CH2:25][C:24]1[CH:27]=[CH:28][C:21]([CH:13]2[NH:12][C:7]3[C:6]4[C:5](=[N:4][NH:3][C:2](=[O:1])[C:11]=4[CH:10]=[CH:9][CH:8]=3)[CH:14]2[C:15]2[CH:20]=[CH:19][CH:18]=[CH:17][CH:16]=2)=[CH:22][CH:23]=1)[CH2:32][CH3:33])[CH3:30]. The yield is 0.360. (5) The reactants are Br[C:2]1[CH:3]=[CH:4][C:5]([N+:8]([O-:10])=[O:9])=[N:6][CH:7]=1.[Cl:11][C:12]1[CH:17]=[CH:16][C:15]([OH:18])=[CH:14][C:13]=1[C:19]([F:22])([F:21])[F:20].C(=O)([O-])[O-].[K+].[K+].CCOC(C)=O. The yield is 0.328. The product is [Cl:11][C:12]1[CH:17]=[CH:16][C:15]([O:18][C:2]2[CH:3]=[CH:4][C:5]([N+:8]([O-:10])=[O:9])=[N:6][CH:7]=2)=[CH:14][C:13]=1[C:19]([F:20])([F:21])[F:22]. The catalyst is C(#N)C.O. (6) The reactants are S(OC)(O[CH3:5])(=O)=O.[CH2:8]([O:10][C:11]([C:13]1[NH:14][CH:15]=[C:16]([CH3:19])[C:17]=1[OH:18])=[O:12])[CH3:9].[OH-].[Na+]. The catalyst is O. The product is [CH3:5][O:18][C:17]1[C:16]([CH3:19])=[CH:15][NH:14][C:13]=1[C:11]([O:10][CH2:8][CH3:9])=[O:12]. The yield is 0.850.